Predict which catalyst facilitates the given reaction. From a dataset of Catalyst prediction with 721,799 reactions and 888 catalyst types from USPTO. (1) Reactant: [I-:1].[Mg+2:2].[I-].[BrH:4].[C:5]([O-:8])(O)=[O:6].[Na+].O.[CH3:11][C:12]([CH2:14][CH3:15])=[O:13]. Product: [BrH:4].[CH3:11][C:5]([OH:8])=[O:6].[Mg+2:2].[I-:1].[I-:1].[CH3:15][CH2:14][C:12]([CH3:11])=[O:13]. The catalyst class is: 52. (2) Reactant: [CH3:1][Si:2]([CH3:9])([CH3:8])N1C=CN=C1.[Br:10][C:11]1[CH:12]=[C:13]([CH:17]([OH:22])[C:18]([CH3:21])([CH3:20])[CH3:19])[CH:14]=[CH:15][CH:16]=1. Product: [Br:10][C:11]1[CH:12]=[C:13]([CH:17]([O:22][Si:2]([CH3:1])([CH3:8])[CH3:9])[C:18]([CH3:20])([CH3:19])[CH3:21])[CH:14]=[CH:15][CH:16]=1. The catalyst class is: 7.